From a dataset of NCI-60 drug combinations with 297,098 pairs across 59 cell lines. Regression. Given two drug SMILES strings and cell line genomic features, predict the synergy score measuring deviation from expected non-interaction effect. (1) Drug 1: CC(C1=C(C=CC(=C1Cl)F)Cl)OC2=C(N=CC(=C2)C3=CN(N=C3)C4CCNCC4)N. Drug 2: CC1=C(C=C(C=C1)NC(=O)C2=CC=C(C=C2)CN3CCN(CC3)C)NC4=NC=CC(=N4)C5=CN=CC=C5. Cell line: COLO 205. Synergy scores: CSS=2.74, Synergy_ZIP=1.05, Synergy_Bliss=2.32, Synergy_Loewe=-9.49, Synergy_HSA=-2.07. (2) Drug 1: CC=C1C(=O)NC(C(=O)OC2CC(=O)NC(C(=O)NC(CSSCCC=C2)C(=O)N1)C(C)C)C(C)C. Drug 2: CC12CCC3C(C1CCC2O)C(CC4=C3C=CC(=C4)O)CCCCCCCCCS(=O)CCCC(C(F)(F)F)(F)F. Cell line: MALME-3M. Synergy scores: CSS=23.7, Synergy_ZIP=-6.07, Synergy_Bliss=-0.214, Synergy_Loewe=-79.7, Synergy_HSA=-2.04. (3) Drug 1: C1=NC2=C(N=C(N=C2N1C3C(C(C(O3)CO)O)O)F)N. Drug 2: CC1=C(C(CCC1)(C)C)C=CC(=CC=CC(=CC(=O)O)C)C. Cell line: SR. Synergy scores: CSS=-2.84, Synergy_ZIP=0.257, Synergy_Bliss=0.774, Synergy_Loewe=-4.04, Synergy_HSA=-2.68. (4) Drug 1: C1=CC(=C2C(=C1NCCNCCO)C(=O)C3=C(C=CC(=C3C2=O)O)O)NCCNCCO. Drug 2: C1CN(CCN1C(=O)CCBr)C(=O)CCBr. Cell line: SK-OV-3. Synergy scores: CSS=54.6, Synergy_ZIP=0.683, Synergy_Bliss=2.23, Synergy_Loewe=-34.3, Synergy_HSA=3.13. (5) Drug 1: CN(C)N=NC1=C(NC=N1)C(=O)N. Drug 2: C1CC(=O)NC(=O)C1N2C(=O)C3=CC=CC=C3C2=O. Cell line: K-562. Synergy scores: CSS=6.56, Synergy_ZIP=-0.677, Synergy_Bliss=1.65, Synergy_Loewe=-3.00, Synergy_HSA=0.366.